This data is from Full USPTO retrosynthesis dataset with 1.9M reactions from patents (1976-2016). The task is: Predict the reactants needed to synthesize the given product. Given the product [O:11]=[C:7]1[C:8]2[C:4](=[CH:3][C:2]([NH:1][C:12](=[O:16])[O:13][CH2:14][CH3:15])=[CH:10][CH:9]=2)[CH2:5][CH2:6]1, predict the reactants needed to synthesize it. The reactants are: [NH2:1][C:2]1[CH:3]=[C:4]2[C:8](=[CH:9][CH:10]=1)[C:7](=[O:11])[CH2:6][CH2:5]2.[C:12](O[C:12]([O:13][CH2:14][CH3:15])=[O:16])(=[O:16])[O:13][CH2:14][CH3:15].